From a dataset of Reaction yield outcomes from USPTO patents with 853,638 reactions. Predict the reaction yield, written as a fraction of the theoretical maximum amount of product (1.0 means a 100% yield; for example, 0.34 means a 34% yield). (1) The reactants are [NH:1]1[C:9]2[C:4](=[CH:5][CH:6]=[CH:7][CH:8]=2)[C:3]2([CH2:14][CH2:13][CH2:12][CH2:11][CH2:10]2)[C:2]1=[O:15].C([O-])(=O)C.[Na+].[Br:21]Br. The catalyst is C(O)(=O)C. The product is [Br:21][C:6]1[CH:5]=[C:4]2[C:9](=[CH:8][CH:7]=1)[NH:1][C:2](=[O:15])[C:3]12[CH2:14][CH2:13][CH2:12][CH2:11][CH2:10]1. The yield is 0.670. (2) The reactants are [NH2:1][C:2]1[CH:3]=[CH:4][C:5]([O:24][CH3:25])=[C:6]([CH:23]=1)[O:7][C:8]1[CH:9]=[CH:10][C:11]2[N:12]([CH:14]=[C:15]([NH:17][C:18]([CH:20]3[CH2:22][CH2:21]3)=[O:19])[N:16]=2)[N:13]=1.[F:26][C:27]([F:38])([F:37])[C:28]1[CH:29]=[C:30]([CH:34]=[CH:35][CH:36]=1)[C:31](Cl)=[O:32]. The catalyst is CN1CCCC1=O.Cl. The product is [CH:20]1([C:18]([NH:17][C:15]2[N:16]=[C:11]3[CH:10]=[CH:9][C:8]([O:7][C:6]4[CH:23]=[C:2]([NH:1][C:31](=[O:32])[C:30]5[CH:34]=[CH:35][CH:36]=[C:28]([C:27]([F:26])([F:37])[F:38])[CH:29]=5)[CH:3]=[CH:4][C:5]=4[O:24][CH3:25])=[N:13][N:12]3[CH:14]=2)=[O:19])[CH2:21][CH2:22]1. The yield is 0.800. (3) The reactants are [CH3:1][C:2]1[O:6][C:5]([C:7]2[CH:12]=[CH:11][CH:10]=[CH:9][CH:8]=2)=[N:4][C:3]=1[CH2:13][O:14][C:15]1[CH:16]=[C:17]([CH:31]=[CH:32][CH:33]=1)[CH2:18][O:19][C:20]1[CH:25]=[CH:24][CH:23]=[CH:22][C:21]=1[CH2:26][C:27]([O:29]C)=[O:28].CO.[OH-].[Na+].Cl. The catalyst is O. The product is [CH3:1][C:2]1[O:6][C:5]([C:7]2[CH:12]=[CH:11][CH:10]=[CH:9][CH:8]=2)=[N:4][C:3]=1[CH2:13][O:14][C:15]1[CH:16]=[C:17]([CH:31]=[CH:32][CH:33]=1)[CH2:18][O:19][C:20]1[CH:25]=[CH:24][CH:23]=[CH:22][C:21]=1[CH2:26][C:27]([OH:29])=[O:28]. The yield is 0.870. (4) The reactants are Cl[C:2]1[C:3]([C:10]([OH:12])=[O:11])=[N:4][N:5]([CH3:9])[C:6](=[O:8])[CH:7]=1.[F:13][C:14]1[CH:20]=[C:19]([I:21])[CH:18]=[CH:17][C:15]=1[NH2:16].C[Si]([N-][Si](C)(C)C)(C)C.[Li+]. The catalyst is O1CCCC1. The product is [F:13][C:14]1[CH:20]=[C:19]([I:21])[CH:18]=[CH:17][C:15]=1[NH:16][C:2]1[C:3]([C:10]([OH:12])=[O:11])=[N:4][N:5]([CH3:9])[C:6](=[O:8])[CH:7]=1. The yield is 1.00. (5) The reactants are [CH3:1][O:2][C:3]1[CH:4]=[C:5]2[C:10](=[CH:11][C:12]=1[O:13][CH:14]([C:20](OCC)=[O:21])[C:15](OCC)=[O:16])[N:9]=[CH:8][CH:7]=[C:6]2[O:25][C:26]1[C:27]([CH3:36])=[N:28][C:29]2[C:34]([CH:35]=1)=[CH:33][CH:32]=[CH:31][CH:30]=2.[H-].[Al+3].[Li+].[H-].[H-].[H-].O. The catalyst is O1CCCC1. The product is [CH3:1][O:2][C:3]1[CH:4]=[C:5]2[C:10](=[CH:11][C:12]=1[O:13][CH:14]([CH2:20][OH:21])[CH2:15][OH:16])[N:9]=[CH:8][CH:7]=[C:6]2[O:25][C:26]1[C:27]([CH3:36])=[N:28][C:29]2[C:34]([CH:35]=1)=[CH:33][CH:32]=[CH:31][CH:30]=2. The yield is 0.220. (6) The reactants are [N:1]1[CH:6]=[CH:5][CH:4]=[C:3]([CH2:7][OH:8])[CH:2]=1.[N:9]1([C:14](N2C=CN=C2)=[O:15])[CH:13]=[CH:12][N:11]=[CH:10]1. The catalyst is C(Cl)Cl. The yield is 0.840. The product is [N:9]1([C:14]([O:8][CH2:7][C:3]2[CH:2]=[N:1][CH:6]=[CH:5][CH:4]=2)=[O:15])[CH:13]=[CH:12][N:11]=[CH:10]1. (7) The reactants are [Cl:1][C:2]1[N:7]2[N:8]=[C:9]([C:13]3[CH:18]=[CH:17][C:16]([F:19])=[CH:15][CH:14]=3)[C:10]([CH:11]=[O:12])=[C:6]2[CH:5]=[CH:4][CH:3]=1.[C:20]([Mg]Br)#[CH:21]. No catalyst specified. The product is [Cl:1][C:2]1[N:7]2[N:8]=[C:9]([C:13]3[CH:18]=[CH:17][C:16]([F:19])=[CH:15][CH:14]=3)[C:10]([CH:11]([OH:12])[C:20]#[CH:21])=[C:6]2[CH:5]=[CH:4][CH:3]=1. The yield is 0.880.